This data is from Forward reaction prediction with 1.9M reactions from USPTO patents (1976-2016). The task is: Predict the product of the given reaction. (1) The product is: [CH2:26]([O:25][C:22]1[CH:21]=[C:19]([N:20]=[N:8][C:7]2[CH:9]=[CH:10][C:4]([N+:1]([O-:3])=[O:2])=[CH:5][CH:6]=2)[C:18]([O:17][CH2:15][CH3:16])=[CH:24][C:23]=1[NH2:11])[CH3:27]. Given the reactants [N+:1]([C:4]1[CH:10]=[CH:9][C:7]([NH2:8])=[CH:6][CH:5]=1)([O-:3])=[O:2].[N:11]([O-])=O.[Na+].[CH2:15]([O:17][C:18]1[CH:24]=[CH:23][C:22]([O:25][CH2:26][CH3:27])=[CH:21][C:19]=1[NH2:20])[CH3:16], predict the reaction product. (2) Given the reactants [Cl:1][C:2]1[CH:3]=[C:4]([CH:7]=[C:8]([CH:10]=O)[CH:9]=1)[C:5]#[N:6].ClC1C=C(C=C(CO)C=1)C#N.[Cr](Cl)([O-])(=O)=O.[NH+]1C=CC=CC=1, predict the reaction product. The product is: [Cl:1][C:2]1[CH:3]=[C:4]([CH:7]=[C:8]([CH3:10])[CH:9]=1)[C:5]#[N:6].